From a dataset of Forward reaction prediction with 1.9M reactions from USPTO patents (1976-2016). Predict the product of the given reaction. (1) The product is: [F:37][C:35]1([F:39])[CH2:34][N:33]([CH2:32][CH2:31][N:16]2[CH:17]=[C:18]([C:20]3[CH:25]=[CH:24][C:23]([F:26])=[C:22]([C:27]([F:28])([F:30])[F:29])[CH:21]=3)[N:19]=[C:15]2[CH:12]2[CH2:11][CH2:10][N:9]([C:8]3[N:7]=[CH:6][N:5]=[C:4]([NH2:38])[C:3]=3[CH2:1][CH3:2])[CH2:14][CH2:13]2)[CH2:36]1. Given the reactants [CH2:1]([C:3]1[C:4]([NH2:38])=[N:5][CH:6]=[N:7][C:8]=1[N:9]1[CH2:14][CH2:13][CH:12]([C:15]2[N:16]([CH2:31][CH2:32][N:33]3[CH2:36][CH:35]([F:37])[CH2:34]3)[CH:17]=[C:18]([C:20]3[CH:25]=[CH:24][C:23]([F:26])=[C:22]([C:27]([F:30])([F:29])[F:28])[CH:21]=3)[N:19]=2)[CH2:11][CH2:10]1)[CH3:2].[F:39]C1(F)CN(CCN2C=C(C3C=CC(F)=C(C(F)(F)F)C=3)N=C2C2CCNCC2)C1, predict the reaction product. (2) Given the reactants [CH2:1]([O:4][C:5]1[CH:10]=[CH:9][C:8]([C:11]2[N:16]=[CH:15][C:14]([C:17]([O:19]C)=[O:18])=[CH:13][N:12]=2)=[C:7]([C:21]([F:24])([F:23])[F:22])[CH:6]=1)[CH2:2][CH3:3].CC(O)=O, predict the reaction product. The product is: [CH2:1]([O:4][C:5]1[CH:10]=[CH:9][C:8]([C:11]2[N:12]=[CH:13][C:14]([C:17]([OH:19])=[O:18])=[CH:15][N:16]=2)=[C:7]([C:21]([F:23])([F:24])[F:22])[CH:6]=1)[CH2:2][CH3:3]. (3) Given the reactants [NH2:1][CH2:2][CH2:3][CH2:4][P:5]([CH2:8][CH2:9][CH2:10][CH3:11])(=[O:7])[OH:6].C(=O)(O)[O-].[Na+].[C:17]([O:22][CH:23]([O:25][C:26](OC1CC(=O)NC1=O)=[O:27])[CH3:24])(=[O:21])[CH:18]([CH3:20])[CH3:19], predict the reaction product. The product is: [C:17]([O:22][CH:23]([O:25][C:26]([NH:1][CH2:2][CH2:3][CH2:4][P:5]([CH2:8][CH2:9][CH2:10][CH3:11])(=[O:6])[OH:7])=[O:27])[CH3:24])(=[O:21])[CH:18]([CH3:20])[CH3:19]. (4) The product is: [C@H:54]1([NH:53][C:43]([C:42]2[CH:47]=[CH:48][CH:49]=[C:40]([C:9]3[C:10]4[C:15](=[CH:14][CH:13]=[C:12]([C:16]5[N:20]=[CH:19][N:18]([C:21]([C:28]6[CH:29]=[CH:30][CH:31]=[CH:32][CH:33]=6)([C:34]6[CH:39]=[CH:38][CH:37]=[CH:36][CH:35]=6)[C:22]6[CH:27]=[CH:26][CH:25]=[CH:24][CH:23]=6)[N:17]=5)[CH:11]=4)[N:7]([CH:2]4[CH2:3][CH2:4][CH2:5][CH2:6][O:1]4)[N:8]=3)[CH:41]=2)=[O:44])[C:62]2[C:57](=[CH:58][CH:59]=[CH:60][CH:61]=2)[CH2:56][CH2:55]1. Given the reactants [O:1]1[CH2:6][CH2:5][CH2:4][CH2:3][CH:2]1[N:7]1[C:15]2[C:10](=[CH:11][C:12]([C:16]3[N:20]=[CH:19][N:18]([C:21]([C:34]4[CH:39]=[CH:38][CH:37]=[CH:36][CH:35]=4)([C:28]4[CH:33]=[CH:32][CH:31]=[CH:30][CH:29]=4)[C:22]4[CH:27]=[CH:26][CH:25]=[CH:24][CH:23]=4)[N:17]=3)=[CH:13][CH:14]=2)[C:9]([C:40]2[CH:41]=[C:42]([CH:47]=[CH:48][CH:49]=2)[C:43](OC)=[O:44])=[N:8]1.O.[OH-].[Li+].[NH2:53][C@H:54]1[C:62]2[C:57](=[CH:58][CH:59]=[CH:60][CH:61]=2)[CH2:56][CH2:55]1.O.ON1C2C=CC=CC=2N=N1.Cl.CN(C)CCCN=C=NCC, predict the reaction product. (5) Given the reactants [NH2:1][C:2]1[CH:3]=[C:4]([CH2:14]O)[CH:5]=[C:6]([C:8]2[N:12]([CH3:13])[N:11]=[N:10][N:9]=2)[CH:7]=1, predict the reaction product. The product is: [CH3:14][C:4]1[CH:3]=[C:2]([NH2:1])[CH:7]=[C:6]([C:8]2[N:12]([CH3:13])[N:11]=[N:10][N:9]=2)[CH:5]=1. (6) Given the reactants [H-].[Na+].C([N:6]1[CH2:10][CH2:9][CH2:8][C:7]1=[O:11])(=O)C.[CH:12](=O)[C:13]1[C:14]([O:19][CH3:20])=[CH:15][CH:16]=[CH:17][CH:18]=1.Cl, predict the reaction product. The product is: [CH3:20][O:19][C:14]1[CH:15]=[CH:16][CH:17]=[CH:18][C:13]=1[CH:12]=[C:8]1[CH2:9][CH2:10][NH:6][C:7]1=[O:11]. (7) The product is: [OH:88][CH:60]([CH2:61][OH:22])[CH2:59][C:62]1[C:71]([O:72][CH3:73])=[CH:70][CH:69]=[C:68]2[C:63]=1[CH2:64][CH2:65][C:66]([CH3:76])([CH3:75])[C:67]2=[O:74]. Given the reactants CC[C@@H]1[C@@H]2C[C@H]([C@@H](OC3C4C(=CC=CC=4)C(O[C@@H](C4C=CN=C5C=4C=C(OC)C=C5)[C@@H]4N5C[C@H](CC)[C@@H](CC5)C4)=NN=3)C3C=CN=C4C=3C=C([O:22]C)C=C4)N(CC2)C1.[CH2:59]([C:62]1[C:71]([O:72][CH3:73])=[CH:70][CH:69]=[C:68]2[C:63]=1[CH2:64][CH2:65][C:66]([CH3:76])([CH3:75])[C:67]2=[O:74])[CH:60]=[CH2:61].C(O)(C)(C)C.S([O-])([O-])=O.[Na+].[Na+].[OH2:88], predict the reaction product. (8) Given the reactants [CH3:1][C:2]1[CH:3]=[C:4]([CH:18]=[CH:19][CH:20]=1)[CH2:5][NH:6][C:7]([C:9]1[C:17]2[C:12](=[CH:13][CH:14]=[CH:15][CH:16]=2)[NH:11][CH:10]=1)=[O:8].C(=O)([O-])[O-].[Cs+].[Cs+].[Cl:27][CH2:28][CH2:29][CH2:30]I, predict the reaction product. The product is: [Cl:27][CH2:28][CH2:29][CH2:30][N:11]1[C:12]2[C:17](=[CH:16][CH:15]=[CH:14][CH:13]=2)[C:9]([C:7]([NH:6][CH2:5][C:4]2[CH:18]=[CH:19][CH:20]=[C:2]([CH3:1])[CH:3]=2)=[O:8])=[CH:10]1. (9) Given the reactants [Si:1]([O:8][CH2:9][CH:10]([C:12]1[CH:13]=[C:14]([NH:18][C:19](=[O:28])[O:20][CH2:21][C:22]2[CH:27]=[CH:26][CH:25]=[CH:24][CH:23]=2)[CH:15]=[CH:16][CH:17]=1)[OH:11])([C:4]([CH3:7])([CH3:6])[CH3:5])([CH3:3])[CH3:2].C(N(CC)CC)C.[S:36](Cl)([CH3:39])(=[O:38])=[O:37], predict the reaction product. The product is: [CH3:39][S:36]([O:11][CH:10]([C:12]1[CH:17]=[CH:16][CH:15]=[C:14]([NH:18][C:19]([O:20][CH2:21][C:22]2[CH:23]=[CH:24][CH:25]=[CH:26][CH:27]=2)=[O:28])[CH:13]=1)[CH2:9][O:8][Si:1]([C:4]([CH3:7])([CH3:6])[CH3:5])([CH3:3])[CH3:2])(=[O:38])=[O:37].